From a dataset of NCI-60 drug combinations with 297,098 pairs across 59 cell lines. Regression. Given two drug SMILES strings and cell line genomic features, predict the synergy score measuring deviation from expected non-interaction effect. (1) Drug 1: CCN(CC)CCNC(=O)C1=C(NC(=C1C)C=C2C3=C(C=CC(=C3)F)NC2=O)C. Drug 2: C1CCC(C(C1)N)N.C(=O)(C(=O)[O-])[O-].[Pt+4]. Cell line: SK-OV-3. Synergy scores: CSS=0.920, Synergy_ZIP=-3.84, Synergy_Bliss=-4.02, Synergy_Loewe=-11.1, Synergy_HSA=-5.37. (2) Drug 1: CC(C1=C(C=CC(=C1Cl)F)Cl)OC2=C(N=CC(=C2)C3=CN(N=C3)C4CCNCC4)N. Drug 2: C(CCl)NC(=O)N(CCCl)N=O. Cell line: CAKI-1. Synergy scores: CSS=1.86, Synergy_ZIP=-5.26, Synergy_Bliss=-9.47, Synergy_Loewe=-17.3, Synergy_HSA=-9.46.